Dataset: Catalyst prediction with 721,799 reactions and 888 catalyst types from USPTO. Task: Predict which catalyst facilitates the given reaction. (1) Reactant: Cl.[Cl:2][C:3]1[C:11]([CH3:12])=[N:10][C:9]2[N:5]([N:6]=[C:7]3[C:15]([CH3:17])([CH3:16])[N:14]([C:18]([C:20]4[CH:25]=[CH:24][CH:23]=[CH:22][C:21]=4[O:26][CH:27]4[CH2:32][CH2:31][NH:30][CH2:29][CH2:28]4)=[O:19])[CH2:13][C:8]3=2)[C:4]=1[CH3:33].[CH3:34][C:35]([CH3:37])=O.C(O[BH-](OC(=O)C)OC(=O)C)(=O)C.[Na+].CC(O)=O.[OH-].[Na+]. Product: [Cl:2][C:3]1[C:11]([CH3:12])=[N:10][C:9]2[N:5]([N:6]=[C:7]3[C:15]([CH3:16])([CH3:17])[N:14]([C:18]([C:20]4[CH:25]=[CH:24][CH:23]=[CH:22][C:21]=4[O:26][CH:27]4[CH2:28][CH2:29][N:30]([CH:35]([CH3:37])[CH3:34])[CH2:31][CH2:32]4)=[O:19])[CH2:13][C:8]3=2)[C:4]=1[CH3:33]. The catalyst class is: 26. (2) Reactant: [Cl:1][C:2]1[CH:3]=[CH:4][C:5]([O:18][CH2:19][C:20]2[CH:25]=[CH:24][C:23]([Cl:26])=[CH:22][C:21]=2[F:27])=[C:6]([CH2:8][C:9]2[N:14]=[C:13]([C:15]([NH2:17])=O)[CH:12]=[CH:11][CH:10]=2)[CH:7]=1. Product: [Cl:1][C:2]1[CH:3]=[CH:4][C:5]([O:18][CH2:19][C:20]2[CH:25]=[CH:24][C:23]([Cl:26])=[CH:22][C:21]=2[F:27])=[C:6]([CH2:8][C:9]2[N:14]=[C:13]([C:15]#[N:17])[CH:12]=[CH:11][CH:10]=2)[CH:7]=1. The catalyst class is: 286. (3) Reactant: Br[C:2]1[C:7]([O:8][CH3:9])=[CH:6][CH:5]=[CH:4][N:3]=1.[C:10]([C:12]1[CH:17]=[CH:16][CH:15]=[CH:14][C:13]=1O)#[N:11].C(=O)([O-])[O-:20].[K+].[K+].C(OCC)(=O)C. Product: [C:10]([C:12]1[CH:17]=[C:16]([CH:15]=[CH:14][CH:13]=1)[O:20][C:2]1[C:7]([O:8][CH3:9])=[CH:6][CH:5]=[CH:4][N:3]=1)#[N:11]. The catalyst class is: 3. (4) Reactant: C(O[N:11]1[C:15]2[CH:16]=[CH:17][CH:18]=[N:19][C:14]=2[N:13]=[N:12]1)(=O)CCCCCCC(O[N:11]1[C:15]2[CH:16]=[CH:17][CH:18]=[N:19][C:14]=2[N:13]=[N:12]1)=O.C(OC1C2N=NNC=2C=CN=1)(=O)CCCC(OC1C2N=NNC=2C=CN=1)=[O:36].C(C1N=C(OOC2C3N=NNC=3C=CN=2)C2N=NNC=2C=1)(=O)CCCCCCCCC.C(ON1C2=NC=CC=C2N=N1)(=O)CCCCCCCCC(ON1C2=NC=CC=C2N=N1)=O.C(ON1C(=O)CCC1=O)(=O)CCCCCCC(ON1C(=O)CCC1=O)=O.C1(=O)N(C(SSC(N2C(=O)CCC2=O)(C)C([O-])=O)(C)C([O-])=O)C(=O)CC1.C1(=O)N(C(CC(O)=O)C(O)=O)C(=O)CC1.C1(=O)N(C(CC(O)=O)C(O)=O)C(=O)CC1.C(O)CO.N[C@@H](CCC(N[C@H](C(NCC(O)=O)=O)CS)=O)C(O)=O.C(O)(=O)/C=C/C1C=C(OC)C(O)=C(OC)C=1. Product: [OH:36][N:13]1[C:14]2[N:19]=[CH:18][CH:17]=[CH:16][C:15]=2[N:11]=[N:12]1. The catalyst class is: 3. (5) Reactant: [Li+].[OH-].[CH3:3][C:4]1[C:9]2[O:10][CH2:11][CH2:12][O:13][C:8]=2[CH:7]=[C:6]([C:14]([O:16]C)=[O:15])[CH:5]=1.[OH-].[Na+]. Product: [CH3:3][C:4]1[C:9]2[O:10][CH2:11][CH2:12][O:13][C:8]=2[CH:7]=[C:6]([C:14]([OH:16])=[O:15])[CH:5]=1. The catalyst class is: 90. (6) Reactant: C[O:2][C:3](=[O:26])[CH2:4][C@H:5]([CH3:25])[CH2:6][C:7]([N:9]1[C:17]2[C:12](=[CH:13][CH:14]=[C:15]([Cl:18])[CH:16]=2)[CH:11]=[C:10]1[CH2:19][CH2:20][CH2:21][CH2:22][CH2:23][CH3:24])=[O:8].O.C(OCC)(=O)C. Product: [Cl:18][C:15]1[CH:16]=[C:17]2[C:12]([CH:11]=[C:10]([CH2:19][CH2:20][CH2:21][CH2:22][CH2:23][CH3:24])[N:9]2[C:7](=[O:8])[CH2:6][C@@H:5]([CH3:25])[CH2:4][C:3]([OH:26])=[O:2])=[CH:13][CH:14]=1. The catalyst class is: 1. (7) The catalyst class is: 36. Reactant: [Cl-].[Cl-].[Ca+2].[CH2:4]([N:11]1[C:16](=[O:17])[CH:15]=[C:14]([C:18](OCC)=[O:19])[CH:13]=[N:12]1)[C:5]1[CH:10]=[CH:9][CH:8]=[CH:7][CH:6]=1.[BH4-].[Na+]. Product: [CH2:4]([N:11]1[C:16](=[O:17])[CH:15]=[C:14]([CH2:18][OH:19])[CH:13]=[N:12]1)[C:5]1[CH:10]=[CH:9][CH:8]=[CH:7][CH:6]=1. (8) The catalyst class is: 16. Reactant: [Cl:1][C:2]1[CH:7]=[CH:6][C:5]([NH:8][C:9]2[N:17]=[C:16](S(C)(=O)=O)[N:15]=[C:14]3[C:10]=2[N:11]=[CH:12][N:13]3[CH2:22][CH3:23])=[CH:4][CH:3]=1.[C-:24]#[N:25].[Na+]. Product: [Cl:1][C:2]1[CH:7]=[CH:6][C:5]([NH:8][C:9]2[N:17]=[C:16]([C:24]#[N:25])[N:15]=[C:14]3[C:10]=2[N:11]=[CH:12][N:13]3[CH2:22][CH3:23])=[CH:4][CH:3]=1. (9) Reactant: NC1C2C(Cl)=CN(C(OCC3C=CC=CC=3)=O)C=2C=CN=1.C(N(CC)CC)C.C1(C(Cl)=O)CC1.[CH:35]1([C:38]([N:40](C(C2CC2)=O)[C:41]2[C:46]3[C:47]([Cl:60])=[CH:48][N:49](C(OCC4C=CC=CC=4)=O)[C:45]=3[CH:44]=[CH:43][N:42]=2)=[O:39])[CH2:37][CH2:36]1.C1(C(NC2C3C(Cl)=CN(C(OCC4C=CC=CC=4)=O)C=3C=CN=2)=O)CC1.C(=O)([O-])[O-].[K+].[K+]. Product: [Cl:60][C:47]1[C:46]2[C:41]([NH:40][C:38]([CH:35]3[CH2:36][CH2:37]3)=[O:39])=[N:42][CH:43]=[CH:44][C:45]=2[NH:49][CH:48]=1. The catalyst class is: 83.